Dataset: Forward reaction prediction with 1.9M reactions from USPTO patents (1976-2016). Task: Predict the product of the given reaction. The product is: [Br:1][CH:2]([C:6]1[CH:11]=[CH:10][CH:9]=[CH:8][CH:7]=1)[C:3]([NH:12][CH2:13][CH2:14][CH2:15][N:16]1[CH2:21][CH2:20][CH:19]([C:22]2[CH:23]=[C:24]([NH:28][C:29](=[O:33])[CH:30]([CH3:31])[CH3:32])[CH:25]=[CH:26][CH:27]=2)[CH2:18][CH2:17]1)=[O:5]. Given the reactants [Br:1][CH:2]([C:6]1[CH:11]=[CH:10][CH:9]=[CH:8][CH:7]=1)[C:3]([OH:5])=O.[NH2:12][CH2:13][CH2:14][CH2:15][N:16]1[CH2:21][CH2:20][CH:19]([C:22]2[CH:23]=[C:24]([NH:28][C:29](=[O:33])[CH:30]([CH3:32])[CH3:31])[CH:25]=[CH:26][CH:27]=2)[CH2:18][CH2:17]1, predict the reaction product.